From a dataset of Full USPTO retrosynthesis dataset with 1.9M reactions from patents (1976-2016). Predict the reactants needed to synthesize the given product. (1) The reactants are: [Cl:1][C:2]1[CH:7]=[CH:6][C:5]([OH:8])=[C:4]([O:9][CH3:10])[CH:3]=1.[CH:11]1[CH:16]=[CH:15][C:14]([C@@H:17]2[O:19][C@H:18]2[CH2:20][OH:21])=[CH:13][CH:12]=1. Given the product [Cl:1][C:2]1[CH:7]=[CH:6][C:5]([O:8][C@H:17]([C:14]2[CH:15]=[CH:16][CH:11]=[CH:12][CH:13]=2)[C@@H:18]([OH:19])[CH2:20][OH:21])=[C:4]([O:9][CH3:10])[CH:3]=1, predict the reactants needed to synthesize it. (2) Given the product [CH3:1][NH:2][S:3]([C:6]1[CH:32]=[CH:31][C:9]([CH2:10][NH:11][C:12]([C:14]2[C:15]3[CH:16]=[N:17][N:18]([C:24]4[CH:29]=[CH:28][C:27]([F:30])=[CH:26][CH:25]=4)[C:19]=3[CH:20]=[C:21]([S:40]([CH3:39])(=[O:42])=[O:41])[CH:22]=2)=[O:13])=[CH:8][CH:7]=1)(=[O:5])=[O:4], predict the reactants needed to synthesize it. The reactants are: [CH3:1][NH:2][S:3]([C:6]1[CH:32]=[CH:31][C:9]([CH2:10][NH:11][C:12]([C:14]2[C:15]3[CH:16]=[N:17][N:18]([C:24]4[CH:29]=[CH:28][C:27]([F:30])=[CH:26][CH:25]=4)[C:19]=3[CH:20]=[C:21](Br)[CH:22]=2)=[O:13])=[CH:8][CH:7]=1)(=[O:5])=[O:4].CNCCNC.[CH3:39][S:40]([O-:42])=[O:41].[Na+].